Dataset: Forward reaction prediction with 1.9M reactions from USPTO patents (1976-2016). Task: Predict the product of the given reaction. (1) Given the reactants C(N(C(C)C)CC)(C)C.[CH3:10][C:11]1[C:20]2[N:19]=[C:18]([C:21]3[C:30]4[C:25](=[CH:26][CH:27]=[CH:28][CH:29]=4)[CH:24]=[CH:23][CH:22]=3)[O:17][C:16](=[O:31])[C:15]=2[CH:14]=[CH:13][CH:12]=1.[CH:32]1([CH2:38][NH2:39])[CH2:37][CH2:36][CH2:35][CH2:34][CH2:33]1, predict the reaction product. The product is: [CH:32]1([CH2:38][NH:39][C:16]([C:15]2[CH:14]=[CH:13][CH:12]=[C:11]([CH3:10])[C:20]=2[NH:19][C:18]([C:21]2[C:30]3[C:25](=[CH:26][CH:27]=[CH:28][CH:29]=3)[CH:24]=[CH:23][CH:22]=2)=[O:17])=[O:31])[CH2:37][CH2:36][CH2:35][CH2:34][CH2:33]1. (2) Given the reactants [C:1]([C:4]([C:16](=[O:18])[CH3:17])=[CH:5][C:6]1[CH:13]=[CH:12][C:9]([C:10]#[N:11])=[CH:8][C:7]=1[O:14][CH3:15])(=O)[CH3:2].[NH2:19][C:20]1[CH:25]=[CH:24][NH:23][C:22](=[O:26])[CH:21]=1, predict the reaction product. The product is: [C:16]([C:4]1[CH:5]([C:6]2[CH:13]=[CH:12][C:9]([C:10]#[N:11])=[CH:8][C:7]=2[O:14][CH3:15])[C:21]2[C:22](=[O:26])[NH:23][CH:24]=[CH:25][C:20]=2[NH:19][C:1]=1[CH3:2])(=[O:18])[CH3:17].